Dataset: Forward reaction prediction with 1.9M reactions from USPTO patents (1976-2016). Task: Predict the product of the given reaction. (1) Given the reactants [F:1][C:2]1[CH:21]=[CH:20][CH:19]=[CH:18][C:3]=1[CH2:4][C:5]1[N:9]2[CH:10]=[CH:11][CH:12]=[CH:13][C:8]2=[C:7]([C:14]([NH:16][NH2:17])=[O:15])[N:6]=1.[CH3:22][OH:23], predict the reaction product. The product is: [F:1][C:2]1[CH:21]=[CH:20][CH:19]=[CH:18][C:3]=1[CH2:4][C:5]1[N:9]2[CH:10]=[CH:11][CH:12]=[CH:13][C:8]2=[C:7]([C:14]2[O:15][C:22](=[O:23])[NH:17][N:16]=2)[N:6]=1. (2) The product is: [Br:16][C:17]1[CH:22]=[C:21]([N:9]2[C:6]3=[N:7][CH:8]=[C:3]([O:2][CH3:1])[CH:4]=[C:5]3[C:11]([C:12]([O:14][CH3:15])=[O:13])=[N:10]2)[CH:20]=[CH:19][CH:18]=1. Given the reactants [CH3:1][O:2][C:3]1[CH:4]=[C:5]2[C:11]([C:12]([O:14][CH3:15])=[O:13])=[N:10][NH:9][C:6]2=[N:7][CH:8]=1.[Br:16][C:17]1[CH:18]=[C:19](B(O)O)[CH:20]=[CH:21][CH:22]=1, predict the reaction product. (3) Given the reactants Cl.[CH3:2][O:3][C:4](=[O:24])[CH2:5][CH2:6][CH2:7][N:8]([CH2:16][C:17]1[CH:22]=[CH:21][C:20]([Cl:23])=[CH:19][CH:18]=1)[C:9]([C:11]1([CH3:15])[CH2:14][CH2:13][NH:12]1)=[O:10].[CH3:25][C:26]1[CH:27]=[C:28]([N:33]=[C:34]=[O:35])[CH:29]=[C:30]([CH3:32])[CH:31]=1, predict the reaction product. The product is: [CH3:2][O:3][C:4](=[O:24])[CH2:5][CH2:6][CH2:7][N:8]([CH2:16][C:17]1[CH:18]=[CH:19][C:20]([Cl:23])=[CH:21][CH:22]=1)[C:9]([C:11]1([CH3:15])[CH2:14][CH2:13][N:12]1[C:34](=[O:35])[NH:33][C:28]1[CH:29]=[C:30]([CH3:32])[CH:31]=[C:26]([CH3:25])[CH:27]=1)=[O:10]. (4) Given the reactants [C:1]([O:5][C:6](=[O:29])[NH:7][CH:8]1[CH2:17][CH2:16][C:15]2[C:10](=[CH:11][C:12]([CH2:18][NH2:19])=[CH:13][CH:14]=2)[CH:9]1[CH2:20][C:21]1[CH:26]=[CH:25][C:24]([Cl:27])=[C:23]([Cl:28])[CH:22]=1)([CH3:4])([CH3:3])[CH3:2].[CH2:30]([S:33](Cl)(=[O:35])=[O:34])[CH2:31][CH3:32], predict the reaction product. The product is: [C:1]([O:5][C:6](=[O:29])[NH:7][CH:8]1[CH2:17][CH2:16][C:15]2[C:10](=[CH:11][C:12]([CH2:18][NH:19][S:33]([CH2:30][CH2:31][CH3:32])(=[O:35])=[O:34])=[CH:13][CH:14]=2)[CH:9]1[CH2:20][C:21]1[CH:26]=[CH:25][C:24]([Cl:27])=[C:23]([Cl:28])[CH:22]=1)([CH3:4])([CH3:2])[CH3:3]. (5) Given the reactants [CH2:1]([C:8]1[CH:9]=[C:10]2[C:15](=[CH:16][C:17]=1[Cl:18])[N:14]=[C:13]([N:19]1[CH:23]=[C:22]([C:24]([O:26]CC)=[O:25])[CH:21]=[N:20]1)[NH:12][C:11]2=O)[C:2]1[CH:7]=[CH:6][CH:5]=[CH:4][CH:3]=1.[NH:30]1[CH2:35][CH2:34][O:33][CH2:32][CH2:31]1, predict the reaction product. The product is: [CH2:1]([C:8]1[CH:9]=[C:10]2[C:15](=[CH:16][C:17]=1[Cl:18])[N:14]=[C:13]([N:19]1[CH:23]=[C:22]([C:24]([OH:26])=[O:25])[CH:21]=[N:20]1)[N:12]=[C:11]2[N:30]1[CH2:35][CH2:34][O:33][CH2:32][CH2:31]1)[C:2]1[CH:7]=[CH:6][CH:5]=[CH:4][CH:3]=1. (6) Given the reactants [NH2:1][C:2]1[CH:10]=[CH:9][C:8]([Br:11])=[CH:7][C:3]=1[C:4]([NH2:6])=O.[Cl:12][C:13]1[CH:21]=[CH:20][CH:19]=[CH:18][C:14]=1[C:15](Cl)=O.[NH:22]1[CH2:26][CH2:25][CH2:24][CH2:23]1, predict the reaction product. The product is: [Br:11][C:8]1[CH:7]=[C:3]2[C:2](=[CH:10][CH:9]=1)[N:1]=[C:15]([C:14]1[CH:18]=[CH:19][CH:20]=[CH:21][C:13]=1[Cl:12])[N:6]=[C:4]2[N:22]1[CH2:26][CH2:25][CH2:24][CH2:23]1. (7) Given the reactants [N:1]1([C:7]2[C:12]([C:13]#[N:14])=[CH:11][CH:10]=[CH:9][N:8]=2)[CH2:6][CH2:5][NH:4][CH2:3][CH2:2]1.C(N(CC)C(C)C)(C)C.Cl[CH2:25][C:26]([NH:28][C:29]1[CH:34]=[CH:33][CH:32]=[C:31]([N+:35]([O-:37])=[O:36])[CH:30]=1)=[O:27], predict the reaction product. The product is: [C:13]([C:12]1[C:7]([N:1]2[CH2:2][CH2:3][N:4]([CH2:25][C:26]([NH:28][C:29]3[CH:34]=[CH:33][CH:32]=[C:31]([N+:35]([O-:37])=[O:36])[CH:30]=3)=[O:27])[CH2:5][CH2:6]2)=[N:8][CH:9]=[CH:10][CH:11]=1)#[N:14]. (8) Given the reactants [CH3:1][C:2]1[N:3]=[C:4]([C:7]2[CH:8]=[C:9]([CH:14]=[CH:15][N:16]=2)[C:10](OC)=[O:11])[S:5][CH:6]=1.[BH4-].[Na+], predict the reaction product. The product is: [CH3:1][C:2]1[N:3]=[C:4]([C:7]2[CH:8]=[C:9]([CH2:10][OH:11])[CH:14]=[CH:15][N:16]=2)[S:5][CH:6]=1.